From a dataset of HIV replication inhibition screening data with 41,000+ compounds from the AIDS Antiviral Screen. Binary Classification. Given a drug SMILES string, predict its activity (active/inactive) in a high-throughput screening assay against a specified biological target. (1) The molecule is OCCN1CCN(CCC=C2c3ccccc3Sc3ccc(Cl)cc32)CC1. The result is 0 (inactive). (2) The molecule is O=[N+]([O-])c1cnc(NP(=O)(NC2CCCCC2)NC2CCCCC2)nc1NC1CCCCC1. The result is 0 (inactive).